This data is from Catalyst prediction with 721,799 reactions and 888 catalyst types from USPTO. The task is: Predict which catalyst facilitates the given reaction. (1) Reactant: Br[C:2]1[CH:7]=[CH:6][C:5]([C:8]2[CH:13]=[C:12]([C:14]3[CH:19]=[CH:18][CH:17]=[CH:16][CH:15]=3)[N:11]=[C:10]([C:20]3[CH:25]=[CH:24][CH:23]=[CH:22][CH:21]=3)[CH:9]=2)=[CH:4][CH:3]=1.[C:26]1([C:32]2[C:33]3[C:38]([C:39]([C:49]4[CH:54]=[CH:53][CH:52]=[CH:51][CH:50]=4)=[C:40]4[C:45]=2[CH:44]=[C:43](B(O)O)[CH:42]=[CH:41]4)=[CH:37][CH:36]=[CH:35][CH:34]=3)[CH:31]=[CH:30][CH:29]=[CH:28][CH:27]=1.C(=O)([O-])[O-].[Na+].[Na+]. Product: [C:26]1([C:32]2[C:33]3[C:38]([C:39]([C:49]4[CH:54]=[CH:53][CH:52]=[CH:51][CH:50]=4)=[C:40]4[C:45]=2[CH:44]=[C:43]([C:2]2[CH:3]=[CH:4][C:5]([C:8]5[CH:13]=[C:12]([C:14]6[CH:19]=[CH:18][CH:17]=[CH:16][CH:15]=6)[N:11]=[C:10]([C:20]6[CH:25]=[CH:24][CH:23]=[CH:22][CH:21]=6)[CH:9]=5)=[CH:6][CH:7]=2)[CH:42]=[CH:41]4)=[CH:37][CH:36]=[CH:35][CH:34]=3)[CH:31]=[CH:30][CH:29]=[CH:28][CH:27]=1. The catalyst class is: 104. (2) Reactant: [CH3:1][O:2][C:3]1[CH:8]=[CH:7][N:6]=[C:5]2[NH:9][N:10]=[C:11]([CH:12]3[CH2:17][CH2:16][NH:15][CH2:14][CH2:13]3)[C:4]=12.CCN(C(C)C)C(C)C.[Cl:27][C:28]1[N:33]=[C:32](Cl)[N:31]=[C:30]([O:35][CH2:36][C@H:37]2[CH2:39][C@H:38]2[C:40]#[N:41])[N:29]=1. Product: [Cl:27][C:28]1[N:33]=[C:32]([N:15]2[CH2:16][CH2:17][CH:12]([C:11]3[C:4]4[C:5](=[N:6][CH:7]=[CH:8][C:3]=4[O:2][CH3:1])[NH:9][N:10]=3)[CH2:13][CH2:14]2)[N:31]=[C:30]([O:35][CH2:36][C@H:37]2[CH2:39][C@H:38]2[C:40]#[N:41])[N:29]=1. The catalyst class is: 21. (3) Reactant: [Br:1][C-:2]1[CH:6]=[CH:5][CH:4]=[CH:3]1.[C-:7]1(Br)[CH:11]=[CH:10][CH:9]=[CH:8]1.[Fe+2:13].C(=O)=O.CC(C)=O.C([Li])CCC.Cl[Si:27]([CH3:30])([CH3:29])[CH3:28]. Product: [Br:1][C-:2]1[CH:6]=[CH:5][CH:4]=[CH:3]1.[CH3:28][Si:27]([CH3:30])([CH3:29])[C-:7]1[CH:11]=[CH:10][CH:9]=[CH:8]1.[Fe+2:13]. The catalyst class is: 1. (4) Reactant: [CH2:1]([C@@H:8]1[NH:13][CH2:12][CH2:11][N:10]([CH2:14][C:15]2[CH:20]=[CH:19][C:18](Br)=[CH:17][CH:16]=2)[CH2:9]1)[C:2]1[CH:7]=[CH:6][CH:5]=[CH:4][CH:3]=1.[F:22][C:23]([F:34])([F:33])[C:24]1[CH:29]=[CH:28][CH:27]=[CH:26][C:25]=1B(O)O.C(=O)([O-])[O-].[Na+].[Na+].C1(C)C=CC=CC=1. Product: [CH2:1]([C@@H:8]1[NH:13][CH2:12][CH2:11][N:10]([CH2:14][C:15]2[CH:20]=[CH:19][C:18]([C:25]3[CH:26]=[CH:27][CH:28]=[CH:29][C:24]=3[C:23]([F:34])([F:33])[F:22])=[CH:17][CH:16]=2)[CH2:9]1)[C:2]1[CH:7]=[CH:6][CH:5]=[CH:4][CH:3]=1. The catalyst class is: 461. (5) The catalyst class is: 47. Reactant: [Cl:1][C:2]1[C:3]([CH3:8])=[N:4][NH:5][C:6]=1[CH3:7].[H-].[Na+].[Cl:11][C:12]1[CH:13]=[C:14]([C:19]([NH:21][C@H:22]2[CH2:27][CH2:26][C@H:25]([CH2:28]OS(C)(=O)=O)[CH2:24][CH2:23]2)=[O:20])[C:15]([CH3:18])=[N:16][CH:17]=1. Product: [Cl:11][C:12]1[CH:17]=[N:16][C:15]([CH3:18])=[C:14]([CH:13]=1)[C:19]([NH:21][C@H:22]1[CH2:27][CH2:26][C@H:25]([CH2:28][N:4]2[C:3]([CH3:8])=[C:2]([Cl:1])[C:6]([CH3:7])=[N:5]2)[CH2:24][CH2:23]1)=[O:20]. (6) Reactant: [F:1][C:2]([F:29])([F:28])[C:3]1[CH:4]=[C:5]([CH:13]([N:16]2[C:25]3[C:20](=[CH:21][CH:22]=[CH:23][CH:24]=3)[NH:19][CH:18]([CH2:26][CH3:27])[CH2:17]2)[C:14]#[N:15])[CH:6]=[C:7]([C:9]([F:12])([F:11])[F:10])[CH:8]=1.N1C=CC=CC=1.Cl[C:37]([O:39][CH2:40][CH3:41])=[O:38]. Product: [CH2:40]([O:39][C:37]([N:19]1[C:20]2[C:25](=[CH:24][CH:23]=[CH:22][CH:21]=2)[N:16]([CH:13]([C:5]2[CH:6]=[C:7]([C:9]([F:11])([F:12])[F:10])[CH:8]=[C:3]([C:2]([F:1])([F:28])[F:29])[CH:4]=2)[C:14]#[N:15])[CH2:17][CH:18]1[CH2:26][CH3:27])=[O:38])[CH3:41]. The catalyst class is: 2. (7) Reactant: [CH:1]1([CH:7]([NH:20][C:21]2[CH:26]=[CH:25][C:24]([C:27]([N:29]([CH3:37])[CH2:30][CH2:31][C:32]([O:34]CC)=[O:33])=[O:28])=[CH:23][CH:22]=2)[C:8]2[O:9][C:10]3[CH:17]=[CH:16][C:15]([O:18][CH3:19])=[CH:14][C:11]=3[C:12]=2[CH3:13])[CH2:6][CH2:5][CH2:4][CH2:3][CH2:2]1.CCCCCC.C(O)C.C(O)C.[OH-].[Na+]. Product: [CH:1]1([CH:7]([NH:20][C:21]2[CH:22]=[CH:23][C:24]([C:27]([N:29]([CH3:37])[CH2:30][CH2:31][C:32]([OH:34])=[O:33])=[O:28])=[CH:25][CH:26]=2)[C:8]2[O:9][C:10]3[CH:17]=[CH:16][C:15]([O:18][CH3:19])=[CH:14][C:11]=3[C:12]=2[CH3:13])[CH2:6][CH2:5][CH2:4][CH2:3][CH2:2]1. The catalyst class is: 7.